Predict the reaction yield, written as a fraction of the theoretical maximum amount of product (1.0 means a 100% yield; for example, 0.34 means a 34% yield). From a dataset of Reaction yield outcomes from USPTO patents with 853,638 reactions. (1) The reactants are [N:1]1[CH:6]=[CH:5][C:4]([N:7]2[CH2:12][CH2:11][CH:10]([C:13](Cl)=[O:14])[CH2:9][CH2:8]2)=[CH:3][CH:2]=1.[NH2:16][CH:17]([C:37]([N:39]1[CH2:44][CH2:43][CH2:42][CH2:41][CH2:40]1)=[O:38])[CH2:18][NH:19][C:20](=[O:36])[CH2:21][NH:22][S:23]([C:26]1[CH:35]=[CH:34][C:33]2[C:28](=[CH:29][CH:30]=[CH:31][CH:32]=2)[CH:27]=1)(=[O:25])=[O:24]. No catalyst specified. The product is [CH:27]1[C:28]2[C:33](=[CH:32][CH:31]=[CH:30][CH:29]=2)[CH:34]=[CH:35][C:26]=1[S:23]([NH:22][CH2:21][C:20]([NH:19][CH2:18][CH:17]([C:37]([N:39]1[CH2:44][CH2:43][CH2:42][CH2:41][CH2:40]1)=[O:38])[NH:16][C:13]([CH:10]1[CH2:11][CH2:12][N:7]([C:4]2[CH:5]=[CH:6][N:1]=[CH:2][CH:3]=2)[CH2:8][CH2:9]1)=[O:14])=[O:36])(=[O:25])=[O:24]. The yield is 0.410. (2) The reactants are Cl.[F:2][C:3]1[CH:4]=[C:5]2[C:9](=[CH:10][CH:11]=1)[NH:8][CH:7]=[C:6]2[CH2:12][C:13]([OH:15])=O.[NH2:16][C@@H:17]([CH2:35][O:36][CH2:37][C:38]1[CH:43]=[CH:42][CH:41]=[CH:40][CH:39]=1)[C:18]([NH:20][C:21]1[CH:26]=[CH:25][C:24]([O:27][C:28]2[CH:33]=[CH:32][C:31]([F:34])=[CH:30][CH:29]=2)=[CH:23][CH:22]=1)=[O:19]. No catalyst specified. The product is [CH2:37]([O:36][CH2:35][C@H:17]([NH:16][C:13](=[O:15])[CH2:12][C:6]1[C:5]2[C:9](=[CH:10][CH:11]=[C:3]([F:2])[CH:4]=2)[NH:8][CH:7]=1)[C:18]([NH:20][C:21]1[CH:26]=[CH:25][C:24]([O:27][C:28]2[CH:33]=[CH:32][C:31]([F:34])=[CH:30][CH:29]=2)=[CH:23][CH:22]=1)=[O:19])[C:38]1[CH:43]=[CH:42][CH:41]=[CH:40][CH:39]=1. The yield is 0.700. (3) The reactants are [Br:1][C:2]1[CH:3]=[C:4]([N:9]2[C:13](=[O:14])[O:12][N:11]=[C:10]2[C:15]2[C:19]([NH:20][CH2:21][CH2:22][O:23]C)=[N:18][O:17][N:16]=2)[CH:5]=[CH:6][C:7]=1[F:8].B(Br)(Br)Br. The catalyst is ClCCl. The product is [Br:1][C:2]1[CH:3]=[C:4]([N:9]2[C:13](=[O:14])[O:12][N:11]=[C:10]2[C:15]2[C:19]([NH:20][CH2:21][CH2:22][OH:23])=[N:18][O:17][N:16]=2)[CH:5]=[CH:6][C:7]=1[F:8]. The yield is 0.990. (4) The reactants are [N:1]1([C:6]2[CH:13]=[CH:12][C:9]([CH:10]=O)=[CH:8][CH:7]=2)[CH:5]=[N:4][CH:3]=[N:2]1.[C:14]([O-])([O-])=O.[K+].[K+]. The catalyst is O1CCOCC1.[Br-].C[P+](C1C=CC=CC=1)(C1C=CC=CC=1)C1C=CC=CC=1. The product is [CH:10]([C:9]1[CH:12]=[CH:13][C:6]([N:1]2[CH:5]=[N:4][CH:3]=[N:2]2)=[CH:7][CH:8]=1)=[CH2:14]. The yield is 0.630.